From a dataset of Catalyst prediction with 721,799 reactions and 888 catalyst types from USPTO. Predict which catalyst facilitates the given reaction. Reactant: [NH:1]1[C:5]([CH2:6][CH2:7][O:8][CH2:9][C:10]([O:12]C(C)(C)C)=[O:11])=[CH:4][N:3]=[N:2]1.[F:17][C:18]([F:23])([F:22])[C:19]([OH:21])=[O:20]. Product: [F:17][C:18]([F:23])([F:22])[C:19]([OH:21])=[O:20].[NH:1]1[C:5]([CH2:6][CH2:7][O:8][CH2:9][C:10]([OH:12])=[O:11])=[CH:4][N:3]=[N:2]1. The catalyst class is: 4.